Dataset: Full USPTO retrosynthesis dataset with 1.9M reactions from patents (1976-2016). Task: Predict the reactants needed to synthesize the given product. (1) Given the product [NH2:1][C@H:2]([C:6]([OH:8])=[O:7])[CH:3]([CH3:5])[CH3:4].[CH3:31][O:32][C:33]1[CH:34]=[CH:35][C:36]2[N:42]=[CH:41][CH:40]=[C:39]([C@H:43]([OH:54])[C@@H:44]3[N:49]4[CH2:50][C@H:51]([CH:52]=[CH2:53])[CH:46]([CH2:47][CH2:48]4)[CH2:45]3)[C:37]=2[CH:38]=1, predict the reactants needed to synthesize it. The reactants are: [NH:1](C(OC(C)(C)C)=O)[C@H:2]([C:6]([OH:8])=[O:7])[CH:3]([CH3:5])[CH3:4].C1CCC(N=C=NC2CCCCC2)CC1.[CH3:31][O:32][C:33]1[CH:34]=[CH:35][C:36]2[N:42]=[CH:41][CH:40]=[C:39]([C@H:43]([OH:54])[C@@H:44]3[N:49]4[CH2:50][C@H:51]([CH:52]=[CH2:53])[CH:46]([CH2:47][CH2:48]4)[CH2:45]3)[C:37]=2[CH:38]=1.CO.ClCCl. (2) Given the product [CH3:18][O:17][CH2:16][C:10]1([C:13]([N:38]2[CH2:37][CH2:36][C:35]3[N:34]=[CH:33][C:32]([C:31]([F:30])([F:42])[F:43])=[CH:41][C:40]=3[CH2:39]2)=[O:15])[CH2:11][CH2:12][N:8]([C:6]([O:5][C:1]([CH3:2])([CH3:3])[CH3:4])=[O:7])[CH2:9]1, predict the reactants needed to synthesize it. The reactants are: [C:1]([O:5][C:6]([N:8]1[CH2:12][CH2:11][C:10]([CH2:16][O:17][CH3:18])([C:13]([OH:15])=O)[CH2:9]1)=[O:7])([CH3:4])([CH3:3])[CH3:2].ClCCl.C(Cl)(=O)C(Cl)=O.[Cl-].[Cl-].[F:30][C:31]([F:43])([F:42])[C:32]1[CH:33]=[N:34][C:35]2[CH2:36][CH2:37][NH:38][CH2:39][C:40]=2[CH:41]=1.C(N(CC)CC)C. (3) Given the product [Cl:1][C:2]1[CH:3]=[CH:4][C:5]([O:24][CH2:25][C:26]2[CH:31]=[CH:30][C:29]([Cl:32])=[CH:28][C:27]=2[F:33])=[C:6]([CH:23]=1)[CH2:7][N:8]1[C:16]2[CH:15]=[CH:14][CH:13]=[C:12]([C:17]([O-:19])=[O:18])[C:11]=2[C:10]([CH2:21][OH:22])=[N:9]1.[Na+:35], predict the reactants needed to synthesize it. The reactants are: [Cl:1][C:2]1[CH:3]=[CH:4][C:5]([O:24][CH2:25][C:26]2[CH:31]=[CH:30][C:29]([Cl:32])=[CH:28][C:27]=2[F:33])=[C:6]([CH:23]=1)[CH2:7][N:8]1[C:16]2[CH:15]=[CH:14][CH:13]=[C:12]([C:17]([O:19]C)=[O:18])[C:11]=2[C:10]([CH2:21][OH:22])=[N:9]1.[OH-].[Na+:35].O. (4) Given the product [C:23]([C:4]1[CH:3]=[C:2]([NH2:1])[CH:7]=[CH:6][C:5]=1[CH2:8][CH2:9][CH2:10][CH2:11][OH:12])([O:22][C:19]([CH3:21])([CH3:20])[CH3:18])=[O:24], predict the reactants needed to synthesize it. The reactants are: [NH2:1][C:2]1[CH:7]=[CH:6][C:5]([CH2:8][CH2:9][CH2:10][CH2:11][OH:12])=[CH:4][CH:3]=1.C(=O)(O)[O-].[Na+].[CH3:18][C:19]([O:22][C:23](O[C:23]([O:22][C:19]([CH3:21])([CH3:20])[CH3:18])=[O:24])=[O:24])([CH3:21])[CH3:20]. (5) The reactants are: [C:1](#[N:5])[CH2:2][C:3]#[N:4].[F:6][C:7]1[CH:14]=[CH:13][C:10]([CH:11]=O)=[CH:9][CH:8]=1.[BH4-].[Na+].Cl. Given the product [F:6][C:7]1[CH:14]=[CH:13][C:10]([CH2:11][CH:2]([C:1]#[N:5])[C:3]#[N:4])=[CH:9][CH:8]=1, predict the reactants needed to synthesize it. (6) Given the product [CH2:24]([O:23][C:11]1[CH:10]=[C:9](/[CH:8]=[CH:7]/[C:6]([OH:31])=[O:5])[CH:14]=[CH:13][C:12]=1[N:15]1[CH2:19][C:18](=[O:20])[NH:17][S:16]1(=[O:22])=[O:21])[C:25]1[CH:26]=[CH:27][CH:28]=[CH:29][CH:30]=1, predict the reactants needed to synthesize it. The reactants are: C([O:5][C:6](=[O:31])/[CH:7]=[CH:8]/[C:9]1[CH:14]=[CH:13][C:12]([N:15]2[CH2:19][C:18](=[O:20])[NH:17][S:16]2(=[O:22])=[O:21])=[C:11]([O:23][CH2:24][C:25]2[CH:30]=[CH:29][CH:28]=[CH:27][CH:26]=2)[CH:10]=1)(C)(C)C.CO.[OH-].[Na+]. (7) Given the product [NH2:17][C:16]1[NH:2][N:1]=[C:18]([CH3:19])[C:15]=1[C:11]1[C:12]([CH3:14])=[CH:13][C:8]([Cl:7])=[CH:9][C:10]=1[CH3:21], predict the reactants needed to synthesize it. The reactants are: [NH2:1][NH2:2].C(O)(=O)C.[Cl:7][C:8]1[CH:13]=[C:12]([CH3:14])[C:11]([CH:15]([C:18](=O)[CH3:19])[C:16]#[N:17])=[C:10]([CH3:21])[CH:9]=1.